This data is from Reaction yield outcomes from USPTO patents with 853,638 reactions. The task is: Predict the reaction yield, written as a fraction of the theoretical maximum amount of product (1.0 means a 100% yield; for example, 0.34 means a 34% yield). (1) The reactants are [F:1][C:2]1[CH:10]=[C:9]2[C:5]([C:6]([C:12]3[N:13]=[C:14]4[C:20]([C:21](O)=[O:22])=[CH:19][N:18]([CH2:24][O:25][CH2:26][CH2:27][Si:28]([CH3:31])([CH3:30])[CH3:29])[C:15]4=[N:16][CH:17]=3)=[N:7][N:8]2[CH3:11])=[CH:4][CH:3]=1.[NH2:32][C@@H:33]([CH2:36][CH2:37][S:38][CH3:39])[CH2:34][OH:35].CN(C(ON1N=NC2C=CC=NC1=2)=[N+](C)C)C.F[P-](F)(F)(F)(F)F.C(N(CC)C(C)C)(C)C. The catalyst is C(#N)C. The product is [OH:35][CH2:34][C@@H:33]([NH:32][C:21]([C:20]1[C:14]2[C:15](=[N:16][CH:17]=[C:12]([C:6]3[C:5]4[C:9](=[CH:10][C:2]([F:1])=[CH:3][CH:4]=4)[N:8]([CH3:11])[N:7]=3)[N:13]=2)[N:18]([CH2:24][O:25][CH2:26][CH2:27][Si:28]([CH3:29])([CH3:30])[CH3:31])[CH:19]=1)=[O:22])[CH2:36][CH2:37][S:38][CH3:39]. The yield is 0.830. (2) The reactants are [O:1]1[CH2:6][CH2:5][CH:4]([C:7]([O:9][CH3:10])=[O:8])[CH2:3][CH2:2]1.[CH:11]([N-]C(C)C)(C)C.[Li+].CI.O. The catalyst is C1COCC1. The product is [CH3:11][C:4]1([C:7]([O:9][CH3:10])=[O:8])[CH2:5][CH2:6][O:1][CH2:2][CH2:3]1. The yield is 0.610. (3) The reactants are C[O:2][C:3]1[CH:8]=[CH:7][C:6]([N:9]2[C:14](=[O:15])[C:13]([CH2:16][C:17]3[CH:22]=[CH:21][C:20]([C:23]4[C:24]([C:29]#[N:30])=[CH:25][CH:26]=[CH:27][CH:28]=4)=[CH:19][CH:18]=3)=[C:12]([CH2:31][CH2:32][CH3:33])[N:11]=[C:10]2[CH3:34])=[CH:5][CH:4]=1.B(Br)(Br)Br.C(OCC)(=O)C.O. The catalyst is C(Cl)Cl. The product is [OH:2][C:3]1[CH:4]=[CH:5][C:6]([N:9]2[C:14](=[O:15])[C:13]([CH2:16][C:17]3[CH:22]=[CH:21][C:20]([C:23]4[C:24]([C:29]#[N:30])=[CH:25][CH:26]=[CH:27][CH:28]=4)=[CH:19][CH:18]=3)=[C:12]([CH2:31][CH2:32][CH3:33])[N:11]=[C:10]2[CH3:34])=[CH:7][CH:8]=1. The yield is 1.00. (4) The catalyst is O1CCCC1. The yield is 0.760. The product is [CH3:13][O:14][C:15](=[O:34])[C@H:16]([CH2:24][C:25]1[CH:26]=[C:27]([I:33])[C:28]([O:32][CH2:45][C:44]2[CH:47]=[CH:48][C:41]([O:40][C:39]3[CH:49]=[CH:50][C:36]([OH:35])=[CH:37][CH:38]=3)=[CH:42][CH:43]=2)=[C:29]([I:31])[CH:30]=1)[NH:17][C:18](=[O:23])[C:19]([F:22])([F:20])[F:21]. The reactants are CCOC(/N=N/C(OCC)=O)=O.[CH3:13][O:14][C:15](=[O:34])[C@H:16]([CH2:24][C:25]1[CH:30]=[C:29]([I:31])[C:28]([OH:32])=[C:27]([I:33])[CH:26]=1)[NH:17][C:18](=[O:23])[C:19]([F:22])([F:21])[F:20].[OH:35][C:36]1[CH:50]=[CH:49][C:39]([O:40][C:41]2[CH:48]=[CH:47][C:44]([CH2:45]O)=[CH:43][CH:42]=2)=[CH:38][CH:37]=1.C1(P(C2C=CC=CC=2)C2C=CC=CC=2)C=CC=CC=1.